Dataset: Retrosynthesis with 50K atom-mapped reactions and 10 reaction types from USPTO. Task: Predict the reactants needed to synthesize the given product. (1) Given the product COC(=O)c1cc(OCc2ccccc2)cc(OC(CF)CF)c1, predict the reactants needed to synthesize it. The reactants are: COC(=O)c1cc(O)cc(OCc2ccccc2)c1.OC(CF)CF. (2) Given the product COC(=O)c1ccc(CO[C@@H]2CN[C@H](C(=O)N[C@@H]3CCCc4ccccc43)C2)cc1, predict the reactants needed to synthesize it. The reactants are: COC(=O)c1ccc(CO[C@H]2C[C@@H](C(=O)N[C@@H]3CCCc4ccccc43)N(C(=O)OC(C)(C)C)C2)cc1.